Dataset: Catalyst prediction with 721,799 reactions and 888 catalyst types from USPTO. Task: Predict which catalyst facilitates the given reaction. Reactant: [CH3:1][CH:2]([CH3:28])[CH:3]([NH:15][C:16]([CH:18]1[CH2:24][CH:23]=[C:22]([CH2:25][CH2:26][CH3:27])[CH2:21][CH2:20][NH:19]1)=[O:17])[CH:4]1[CH:9]([OH:10])[CH:8]([OH:11])[CH:7]([OH:12])[CH:6]([S:13][CH3:14])[O:5]1. Product: [CH3:1][CH:2]([CH3:28])[CH:3]([NH:15][C:16]([CH:18]1[CH2:24][CH2:23][CH:22]([CH2:25][CH2:26][CH3:27])[CH2:21][CH2:20][NH:19]1)=[O:17])[CH:4]1[CH:9]([OH:10])[CH:8]([OH:11])[CH:7]([OH:12])[CH:6]([S:13][CH3:14])[O:5]1. The catalyst class is: 19.